Dataset: Peptide-MHC class I binding affinity with 185,985 pairs from IEDB/IMGT. Task: Regression. Given a peptide amino acid sequence and an MHC pseudo amino acid sequence, predict their binding affinity value. This is MHC class I binding data. (1) The peptide sequence is YNIDRLNAL. The MHC is HLA-A26:02 with pseudo-sequence HLA-A26:02. The binding affinity (normalized) is 0.851. (2) The peptide sequence is SLFNTIATL. The MHC is HLA-A02:03 with pseudo-sequence HLA-A02:03. The binding affinity (normalized) is 0.770.